Dataset: Full USPTO retrosynthesis dataset with 1.9M reactions from patents (1976-2016). Task: Predict the reactants needed to synthesize the given product. (1) Given the product [CH2:1]([C:7]1[CH:8]=[C:9]([C:13]2[N:14]([CH3:23])[C:15]([I:19])=[C:16]([I:18])[N:17]=2)[CH:10]=[CH:11][CH:12]=1)[CH2:2][CH2:3][CH2:4][CH2:5][CH3:6], predict the reactants needed to synthesize it. The reactants are: [CH2:1]([C:7]1[CH:8]=[C:9]([C:13]2[NH:14][C:15]([I:19])=[C:16]([I:18])[N:17]=2)[CH:10]=[CH:11][CH:12]=1)[CH2:2][CH2:3][CH2:4][CH2:5][CH3:6].[H-].[Na+].I[CH3:23]. (2) Given the product [C:116]([NH:124][CH2:125][C@@H:126]([C@H:131]([OH:133])[CH3:132])[C:127]([O:129][CH3:130])=[O:128])(=[O:123])[C:117]1[CH:118]=[CH:119][CH:120]=[CH:121][CH:122]=1, predict the reactants needed to synthesize it. The reactants are: P([O-])([O-])([O-])=O.O=C[C@@H]([C@H]([C@@H]([C@@H](CO)O)O)O)O.C(SCCNC(=O)CCNC(=O)[C@H](O)C(C)(C)COP(O)(=O)OP(O)(=O)OC[C@H]1O[C@@H](N2C3N=CN=C(N)C=3N=C2)[C@H](O)[C@@H]1OP(O)(O)=O)(=O)CC(C)=O.C1N=C(N)C2N=CN([C@@H]3O[C@H](COP(OP(OC[C@H]4O[C@@H](N5C=C(C(N)=O)CC=C5)[C@H](O)[C@@H]4O)(O)=O)(O)=O)[C@@H](O)[C@H]3O)C=2N=1.[C:116]([NH:124][CH2:125][CH:126]([C:131](=[O:133])[CH3:132])[C:127]([O:129][CH3:130])=[O:128])(=[O:123])[C:117]1[CH:122]=[CH:121][CH:120]=[CH:119][CH:118]=1.